This data is from Reaction yield outcomes from USPTO patents with 853,638 reactions. The task is: Predict the reaction yield, written as a fraction of the theoretical maximum amount of product (1.0 means a 100% yield; for example, 0.34 means a 34% yield). (1) The reactants are [CH3:1][O:2][C:3]1[CH:4]=[C:5]2[C:10](=[CH:11][C:12]=1[CH3:13])[N:9]=[CH:8][N:7]=[C:6]2[N:14]1[CH2:19][CH2:18][NH:17][CH2:16][CH2:15]1.[N:20]1[CH:25]=[CH:24][CH:23]=[C:22]([CH2:26][N:27]=[C:28]=[S:29])[CH:21]=1. No catalyst specified. The product is [CH3:1][O:2][C:3]1[CH:4]=[C:5]2[C:10](=[CH:11][C:12]=1[CH3:13])[N:9]=[CH:8][N:7]=[C:6]2[N:14]1[CH2:15][CH2:16][N:17]([C:28](=[S:29])[NH:27][CH2:26][C:22]2[CH:21]=[N:20][CH:25]=[CH:24][CH:23]=2)[CH2:18][CH2:19]1. The yield is 0.360. (2) The reactants are [NH2:1][N:2]1[CH:6]=[CH:5][C:4]([Br:7])=[C:3]1[C:8]([NH:10][C:11]1[CH:16]=[C:15]([F:17])[CH:14]=[C:13]([F:18])[CH:12]=1)=[O:9].[C:19]([O:23][C:24]([NH:26][C@@H:27]([CH2:31][CH3:32])[C:28](O)=[O:29])=[O:25])([CH3:22])([CH3:21])[CH3:20]. No catalyst specified. The product is [Br:7][C:4]1[CH:5]=[CH:6][N:2]([NH:1][C:28](=[O:29])[C@@H:27]([NH:26][C:24](=[O:25])[O:23][C:19]([CH3:21])([CH3:20])[CH3:22])[CH2:31][CH3:32])[C:3]=1[C:8](=[O:9])[NH:10][C:11]1[CH:16]=[C:15]([F:17])[CH:14]=[C:13]([F:18])[CH:12]=1. The yield is 0.140. (3) The reactants are [CH:1]1([C:4]([NH:6][C:7]2[N:8]=[CH:9][C:10]3[C:15]([CH:16]=2)=[CH:14][CH:13]=[C:12]([C:17]2[CH:18]=[C:19]([NH:24][C:25]([C:27]4[CH:32]=[CH:31][C:30]([CH:33]5[CH2:37][CH2:36][N:35]([C:38](OC(C)(C)C)=O)[CH2:34]5)=[CH:29][CH:28]=4)=[O:26])[CH:20]=[CH:21][C:22]=2[CH3:23])[CH:11]=3)=[O:5])[CH2:3][CH2:2]1.C(Cl)Cl.Cl.C(=O)([O-])[O-].[K+].[K+].CN(C)C=O.CI. The catalyst is O1CCOCC1.C(OCC)(=O)C. The product is [CH:1]1([C:4]([NH:6][C:7]2[N:8]=[CH:9][C:10]3[C:15]([CH:16]=2)=[CH:14][CH:13]=[C:12]([C:17]2[CH:18]=[C:19]([NH:24][C:25](=[O:26])[C:27]4[CH:28]=[CH:29][C:30]([CH:33]5[CH2:37][CH2:36][N:35]([CH3:38])[CH2:34]5)=[CH:31][CH:32]=4)[CH:20]=[CH:21][C:22]=2[CH3:23])[CH:11]=3)=[O:5])[CH2:3][CH2:2]1. The yield is 0.0900. (4) The reactants are [CH3:1][C:2]1[O:6][C:5]([C:7]2[CH:12]=[CH:11][CH:10]=[CH:9][CH:8]=2)=[N:4][C:3]=1[CH2:13][O:14][C:15]1[CH:20]=[C:19]([C:21](OC)=[O:22])[CH:18]=[CH:17][N:16]=1.[H-].[Li+].[Al+3].[H-].[H-].[H-].O.O.O.O.O.O.O.O.O.O.[O-]S([O-])(=O)=O.[Na+].[Na+]. The catalyst is O1CCCC1. The product is [CH3:1][C:2]1[O:6][C:5]([C:7]2[CH:12]=[CH:11][CH:10]=[CH:9][CH:8]=2)=[N:4][C:3]=1[CH2:13][O:14][C:15]1[CH:20]=[C:19]([CH2:21][OH:22])[CH:18]=[CH:17][N:16]=1. The yield is 0.770. (5) The reactants are [CH:1]([NH:4][C:5]1[C:10]2[C:11]([C:23]3[CH:24]=[C:25]([CH:31]=[CH:32][N:33]=3)[C:26]([N:28]([CH3:30])[CH3:29])=[O:27])=[N:12][N:13](CC3C=CC(OC)=CC=3)[C:9]=2[CH:8]=[CH:7][N:6]=1)([CH3:3])[CH3:2].C(NC1C2C(C3C=C(C=CN=3)C(O)=O)=NN(CC3C=CC(OC)=CC=3)C=2C=CN=1)(C)C.Cl.CNC.CN(C(ON1N=NC2C=CC=NC1=2)=[N+](C)C)C.F[P-](F)(F)(F)(F)F.CCN(CC)CC. The catalyst is CN(C=O)C. The product is [CH:1]([NH:4][C:5]1[C:10]2[C:11]([C:23]3[CH:24]=[C:25]([CH:31]=[CH:32][N:33]=3)[C:26]([N:28]([CH3:29])[CH3:30])=[O:27])=[N:12][NH:13][C:9]=2[CH:8]=[CH:7][N:6]=1)([CH3:3])[CH3:2]. The yield is 0.550. (6) The reactants are [CH3:1][C:2]1([CH3:16])[C:6]([CH3:8])([CH3:7])[O:5][B:4]([C:9]2[CH:15]=[CH:14][C:12]([NH2:13])=[CH:11][CH:10]=2)[O:3]1.[Cl:17][C:18]1[C:23]([Cl:24])=[CH:22][CH:21]=[CH:20][C:19]=1[S:25](Cl)(=[O:27])=[O:26]. The catalyst is N1C=CC=CC=1. The product is [Cl:17][C:18]1[C:23]([Cl:24])=[CH:22][CH:21]=[CH:20][C:19]=1[S:25]([NH:13][C:12]1[CH:14]=[CH:15][C:9]([B:4]2[O:3][C:2]([CH3:16])([CH3:1])[C:6]([CH3:7])([CH3:8])[O:5]2)=[CH:10][CH:11]=1)(=[O:27])=[O:26]. The yield is 1.00. (7) The reactants are [OH:1][C:2]([CH3:35])([CH3:34])[CH2:3][C@@:4]1([C:28]2[CH:33]=[CH:32][CH:31]=[CH:30][CH:29]=2)[O:9][C:8](=[O:10])[N:7]([C@H:11]([C:13]2[CH:18]=[CH:17][C:16](B3OC(C)(C)C(C)(C)O3)=[CH:15][CH:14]=2)[CH3:12])[CH2:6][CH2:5]1.I[C:37]1[CH:42]=[CH:41][NH:40][C:39](=[O:43])[CH:38]=1.C([O-])([O-])=O.[Cs+].[Cs+].C(Cl)Cl. The catalyst is O1CCOCC1.Cl[Pd]Cl. The product is [OH:1][C:2]([CH3:34])([CH3:35])[CH2:3][C@@:4]1([C:28]2[CH:33]=[CH:32][CH:31]=[CH:30][CH:29]=2)[O:9][C:8](=[O:10])[N:7]([C@H:11]([C:13]2[CH:14]=[CH:15][C:16]([C:37]3[CH:42]=[CH:41][NH:40][C:39](=[O:43])[CH:38]=3)=[CH:17][CH:18]=2)[CH3:12])[CH2:6][CH2:5]1. The yield is 0.710. (8) The reactants are O.[PH2]([O-])=O.[Na+].C=C.C([O-])([O-])=O.C([O-])([O-])=O.OO.OO.OO.[Na+].[Na+].[Na+].[Na+].C(N(C(=O)C)CCN(C(=O)C)C(=O)C)(=O)C.[Al:42].[Al+3].[CH2:44]([P:46](CC)(=[O:48])[O-:47])[CH3:45].[CH2:51]([P:53](CC)(=[O:55])[O-:54])[CH3:52].[CH2:58]([P:60](CC)(=[O:62])[O-:61])[CH3:59]. The catalyst is O. The product is [Al+3:42].[CH2:44]([P:46]([O-:48])[O-:47])[CH3:45].[CH2:51]([P:53]([O-:55])[O-:54])[CH3:52].[CH2:58]([P:60]([O-:62])[O-:61])[CH3:59].[Al+3:42]. The yield is 0.959.